From a dataset of Forward reaction prediction with 1.9M reactions from USPTO patents (1976-2016). Predict the product of the given reaction. Given the reactants CC(C)([O-])C.[Na+].C1C=CC(P(C2C=CC3C(=CC=CC=3)C=2C2C3C(=CC=CC=3)C=CC=2P(C2C=CC=CC=2)C2C=CC=CC=2)C2C=CC=CC=2)=CC=1.[NH2:53][C:54]1[N:59]=[C:58]([C:60]2[N:64]3[CH:65]=[CH:66][CH:67]=[CH:68][C:63]3=[N:62][CH:61]=2)[CH:57]=[CH:56][N:55]=1.Br[C:70]1[CH:89]=[CH:88][C:73]([C:74]([C:76]2[CH:81]=[CH:80][C:79]([N:82]3[CH2:87][CH2:86][O:85][CH2:84][CH2:83]3)=[CH:78][CH:77]=2)=[O:75])=[CH:72][CH:71]=1, predict the reaction product. The product is: [O:85]1[CH2:84][CH2:83][N:82]([C:79]2[CH:78]=[CH:77][C:76]([C:74]([C:73]3[CH:88]=[CH:89][C:70]([NH:53][C:54]4[N:59]=[C:58]([C:60]5[N:64]6[CH:65]=[CH:66][CH:67]=[CH:68][C:63]6=[N:62][CH:61]=5)[CH:57]=[CH:56][N:55]=4)=[CH:71][CH:72]=3)=[O:75])=[CH:81][CH:80]=2)[CH2:87][CH2:86]1.